This data is from Forward reaction prediction with 1.9M reactions from USPTO patents (1976-2016). The task is: Predict the product of the given reaction. Given the reactants Cl[C:2]1[C:7]([Cl:8])=[CH:6][C:5]([C:9]2[O:10][C:11]([CH2:14][CH3:15])=[CH:12][N:13]=2)=[CH:4][N:3]=1.[CH2:16]([S:23]([NH:26][C:27]([CH:29]1[CH2:34][CH2:33][NH:32][CH2:31][CH2:30]1)=[O:28])(=[O:25])=[O:24])[C:17]1[CH:22]=[CH:21][CH:20]=[CH:19][CH:18]=1.CCN(C(C)C)C(C)C.[NH4+].[Cl-], predict the reaction product. The product is: [CH2:16]([S:23]([NH:26][C:27]([CH:29]1[CH2:34][CH2:33][N:32]([C:2]2[C:7]([Cl:8])=[CH:6][C:5]([C:9]3[O:10][C:11]([CH2:14][CH3:15])=[CH:12][N:13]=3)=[CH:4][N:3]=2)[CH2:31][CH2:30]1)=[O:28])(=[O:24])=[O:25])[C:17]1[CH:18]=[CH:19][CH:20]=[CH:21][CH:22]=1.